Dataset: Reaction yield outcomes from USPTO patents with 853,638 reactions. Task: Predict the reaction yield, written as a fraction of the theoretical maximum amount of product (1.0 means a 100% yield; for example, 0.34 means a 34% yield). The reactants are [C:1](Cl)(=[O:8])[C:2]1[CH:7]=[CH:6][CH:5]=[CH:4][CH:3]=1.C(N(CC)CC)C.Cl.[Br:18][C:19]1[CH:20]=[C:21]2[C:25](=[CH:26][CH:27]=1)[N:24]([CH2:28][CH:29]1[CH2:34][CH2:33][NH:32][CH2:31][CH2:30]1)[CH:23]=[CH:22]2.CO.ClCCl. The catalyst is ClCCl.O. The product is [Br:18][C:19]1[CH:20]=[C:21]2[C:25](=[CH:26][CH:27]=1)[N:24]([CH2:28][CH:29]1[CH2:30][CH2:31][N:32]([C:1]([C:2]3[CH:7]=[CH:6][CH:5]=[CH:4][CH:3]=3)=[O:8])[CH2:33][CH2:34]1)[CH:23]=[CH:22]2. The yield is 0.590.